This data is from CYP2D6 inhibition data for predicting drug metabolism from PubChem BioAssay. The task is: Regression/Classification. Given a drug SMILES string, predict its absorption, distribution, metabolism, or excretion properties. Task type varies by dataset: regression for continuous measurements (e.g., permeability, clearance, half-life) or binary classification for categorical outcomes (e.g., BBB penetration, CYP inhibition). Dataset: cyp2d6_veith. (1) The compound is O/N=C/c1cc(Cl)ccc1OCc1cccc2ccccc12. The result is 1 (inhibitor). (2) The compound is CC(NC(=O)c1ccccc1Br)c1ccc2c(c1)CCCC2. The result is 0 (non-inhibitor). (3) The molecule is O=S(=O)(CC(O)COc1ccccc1Cl)c1ccccc1. The result is 0 (non-inhibitor). (4) The result is 0 (non-inhibitor). The drug is O=C(O)c1ccccc1C(=O)Nc1ccc(S(=O)(=O)Nc2nccs2)cc1. (5) The compound is Nc1nc(Sc2ccc([N+](=O)[O-])c3nonc23)c2[nH]cnc2n1. The result is 0 (non-inhibitor). (6) The drug is CC(=O)c1cccc(NC(=O)c2csc(-n3nc(C)cc3C(F)(F)F)n2)c1. The result is 0 (non-inhibitor).